From a dataset of Catalyst prediction with 721,799 reactions and 888 catalyst types from USPTO. Predict which catalyst facilitates the given reaction. (1) Reactant: [CH3:1][S:2][C:3]1[N:8]=[CH:7][C:6](B(O)O)=[CH:5][N:4]=1.[C:12]1(=[O:17])[CH2:16][CH2:15][CH:14]=[CH:13]1.C(N(CC)CC)C. The catalyst class is: 5. Product: [CH3:1][S:2][C:3]1[N:8]=[CH:7][C:6]([C@@H:14]2[CH2:15][CH2:16][C:12](=[O:17])[CH2:13]2)=[CH:5][N:4]=1. (2) Reactant: Cl[C:2]1[CH:3]=[C:4]([C:28]2[CH:33]=[CH:32][N:31]=[C:30]([NH:34][CH3:35])[N:29]=2)[C:5]([O:8][C:9]2[CH:10]=[C:11]([CH:24]=[CH:25][C:26]=2[CH3:27])[C:12]([NH:14][C:15]2[CH:20]=[CH:19][CH:18]=[C:17]([CH:21]([CH3:23])[CH3:22])[CH:16]=2)=[O:13])=[N:6][CH:7]=1.[NH:36]1[CH2:40][CH2:39][CH2:38][CH2:37]1.C1(P(C2CCCCC2)C2C=CC=CC=2C2C=CC=CC=2N(C)C)CCCCC1. Product: [CH:21]([C:17]1[CH:16]=[C:15]([NH:14][C:12](=[O:13])[C:11]2[CH:24]=[CH:25][C:26]([CH3:27])=[C:9]([O:8][C:5]3[C:4]([C:28]4[CH:33]=[CH:32][N:31]=[C:30]([NH:34][CH3:35])[N:29]=4)=[CH:3][C:2]([N:36]4[CH2:40][CH2:39][CH2:38][CH2:37]4)=[CH:7][N:6]=3)[CH:10]=2)[CH:20]=[CH:19][CH:18]=1)([CH3:23])[CH3:22]. The catalyst class is: 110. (3) Reactant: [CH3:1][N:2]1[C:10]2[C:5](=[CH:6][CH:7]=[CH:8][CH:9]=2)[CH:4]=[CH:3]1.CC([O-])(C)C.[K+].[SiH:17]([CH2:22][CH3:23])([CH2:20][CH3:21])[CH2:18][CH3:19]. Product: [CH3:1][N:2]1[C:10]2[C:5](=[CH:6][CH:7]=[CH:8][CH:9]=2)[C:4]([Si:17]([CH2:22][CH3:23])([CH2:20][CH3:21])[CH2:18][CH3:19])=[CH:3]1. The catalyst class is: 7. (4) Reactant: C(OC(=O)[N:10]([CH2:20][C@H:21]([NH:27][C:28](=[O:44])[CH2:29][C:30](=[O:43])[NH:31][C:32]1[CH:37]=[C:36]([C:38]([F:41])([F:40])[F:39])[CH:35]=[C:34]([NH2:42])[CH:33]=1)[C@@H:22]([OH:26])[CH2:23][CH2:24][CH3:25])[CH2:11][C:12]1[CH:17]=[CH:16][C:15]([CH3:18])=[CH:14][C:13]=1[CH3:19])C1C=CC=CC=1.[CH:46](=O)[CH2:47][CH3:48].C([BH3-])#N.[Na+]. Product: [CH3:19][C:13]1[CH:14]=[C:15]([CH3:18])[CH:16]=[CH:17][C:12]=1[CH2:11][NH:10][CH2:20][C@H:21]([NH:27][C:28](=[O:44])[CH2:29][C:30]([NH:31][C:32]1[CH:37]=[C:36]([C:38]([F:41])([F:39])[F:40])[CH:35]=[C:34]([NH:42][CH2:46][CH2:47][CH3:48])[CH:33]=1)=[O:43])[C@@H:22]([OH:26])[CH2:23][CH2:24][CH3:25]. The catalyst class is: 5. (5) Reactant: [NH:1]1[C:9]2[C:4](=[CH:5][CH:6]=[CH:7][C:8]=2[CH2:10][OH:11])[CH:3]=[N:2]1.[OH-].[K+].[I:14]I. Product: [I:14][C:3]1[C:4]2[C:9](=[C:8]([CH2:10][OH:11])[CH:7]=[CH:6][CH:5]=2)[NH:1][N:2]=1. The catalyst class is: 3.